This data is from Forward reaction prediction with 1.9M reactions from USPTO patents (1976-2016). The task is: Predict the product of the given reaction. (1) Given the reactants [Cl:1][C:2]1[C:3]([C:42](=[O:52])[N:43]([CH2:48][CH2:49][CH2:50][CH3:51])[CH2:44][CH2:45][CH2:46][CH3:47])=[N:4][N:5]([C:8]2[CH:16]=[CH:15][C:14]([C:17](=[O:41])[NH:18][S:19]([C:22]3[CH:31]=[CH:30][C:29]4[C:24](=[C:25]([O:32][CH2:33][CH2:34][N:35]5[CH2:40][CH2:39][O:38][CH2:37][CH2:36]5)[CH:26]=[CH:27][CH:28]=4)[CH:23]=3)(=[O:21])=[O:20])=[CH:13][C:9]=2[C:10](O)=[O:11])[C:6]=1[CH3:7].[N:53]([CH2:56][C@@H:57]1[CH2:66][C:65]2[C:60](=[CH:61][CH:62]=[CH:63][CH:64]=2)[CH2:59][NH:58]1)=[N+:54]=[N-:55], predict the reaction product. The product is: [N:53]([CH2:56][C@@H:57]1[CH2:66][C:65]2[C:60](=[CH:61][CH:62]=[CH:63][CH:64]=2)[CH2:59][N:58]1[C:10]([C:9]1[CH:13]=[C:14]([C:17](=[O:41])[NH:18][S:19]([C:22]2[CH:31]=[CH:30][C:29]3[C:24](=[C:25]([O:32][CH2:33][CH2:34][N:35]4[CH2:40][CH2:39][O:38][CH2:37][CH2:36]4)[CH:26]=[CH:27][CH:28]=3)[CH:23]=2)(=[O:21])=[O:20])[CH:15]=[CH:16][C:8]=1[N:5]1[C:6]([CH3:7])=[C:2]([Cl:1])[C:3]([C:42]([N:43]([CH2:44][CH2:45][CH2:46][CH3:47])[CH2:48][CH2:49][CH2:50][CH3:51])=[O:52])=[N:4]1)=[O:11])=[N+:54]=[N-:55]. (2) Given the reactants [Cl:1][C:2]1[CH:3]=[CH:4][C:5]([SH:8])=[N:6][CH:7]=1.CN(C)CC(O)=O.[O-]P([O-])([O-])=O.[K+].[K+].[K+].Br[C:25]1[O:29][C:28]([CH:30]2[CH2:32][CH2:31]2)=[N:27][C:26]=1[CH2:33][O:34][C:35]1[CH:44]=[CH:43][C:38]([C:39]([O:41][CH3:42])=[O:40])=[CH:37][CH:36]=1, predict the reaction product. The product is: [Cl:1][C:2]1[CH:3]=[CH:4][C:5]([S:8][C:25]2[O:29][C:28]([CH:30]3[CH2:32][CH2:31]3)=[N:27][C:26]=2[CH2:33][O:34][C:35]2[CH:44]=[CH:43][C:38]([C:39]([O:41][CH3:42])=[O:40])=[CH:37][CH:36]=2)=[N:6][CH:7]=1. (3) Given the reactants [Br:1][C:2]1[CH:20]=[CH:19][C:5]([CH2:6][NH:7][C:8]2[CH:9]=[CH:10][C:11]([OH:18])=[C:12]([CH:17]=2)[C:13]([O:15][CH3:16])=[O:14])=[CH:4][CH:3]=1.[O:21]([C:28]1[CH:36]=[CH:35][C:31]([C:32](Cl)=[O:33])=[CH:30][CH:29]=1)[C:22]1[CH:27]=[CH:26][CH:25]=[CH:24][CH:23]=1, predict the reaction product. The product is: [Br:1][C:2]1[CH:3]=[CH:4][C:5]([CH2:6][N:7]([C:8]2[CH:9]=[CH:10][C:11]([OH:18])=[C:12]([CH:17]=2)[C:13]([O:15][CH3:16])=[O:14])[C:32](=[O:33])[C:31]2[CH:30]=[CH:29][C:28]([O:21][C:22]3[CH:27]=[CH:26][CH:25]=[CH:24][CH:23]=3)=[CH:36][CH:35]=2)=[CH:19][CH:20]=1. (4) Given the reactants Br[C:2]1[CH:7]=[CH:6][N:5]=[CH:4][C:3]=1/[CH:8]=[N:9]/[NH:10][C:11]1[CH:16]=[CH:15][C:14]([F:17])=[CH:13][CH:12]=1.CN[C@@H]1CCCC[C@H]1NC.C([O-])([O-])=O.[K+].[K+], predict the reaction product. The product is: [F:17][C:14]1[CH:15]=[CH:16][C:11]([N:10]2[C:2]3[CH:7]=[CH:6][N:5]=[CH:4][C:3]=3[CH:8]=[N:9]2)=[CH:12][CH:13]=1. (5) Given the reactants [OH-].[Na+].[Cl:3][CH2:4][CH2:5][CH2:6][O:7][C:8]1[CH:13]=[CH:12][C:11]([C:14]2[O:15][CH:16]=[C:17]([C:19]([O:21]CC)=[O:20])[N:18]=2)=[CH:10][CH:9]=1, predict the reaction product. The product is: [Cl:3][CH2:4][CH2:5][CH2:6][O:7][C:8]1[CH:13]=[CH:12][C:11]([C:14]2[O:15][CH:16]=[C:17]([C:19]([OH:21])=[O:20])[N:18]=2)=[CH:10][CH:9]=1. (6) Given the reactants [NH2:1][N:2]1[C:7]([C:8]2[C:13]([F:14])=[CH:12][CH:11]=[CH:10][C:9]=2[F:15])=[C:6]([Cl:16])[N:5]=[C:4]([N:17]2[CH:21]=[CH:20][CH:19]=[N:18]2)[C:3]1=[O:22].Cl.[CH3:24][C:25]([CH3:27])=O, predict the reaction product. The product is: [Cl:16][C:6]1[N:5]=[C:4]([N:17]2[CH:21]=[CH:20][CH:19]=[N:18]2)[C:3](=[O:22])[N:2]([N:1]=[C:25]([CH3:27])[CH3:24])[C:7]=1[C:8]1[C:9]([F:15])=[CH:10][CH:11]=[CH:12][C:13]=1[F:14].